This data is from Forward reaction prediction with 1.9M reactions from USPTO patents (1976-2016). The task is: Predict the product of the given reaction. (1) Given the reactants [NH2:1][C:2]1[N:6]([C:7]2[C:12]([Cl:13])=[CH:11][C:10]([C:14]([F:17])([F:16])[F:15])=[CH:9][C:8]=2[Cl:18])[N:5]=[C:4]([CH:19]=[N:20][OH:21])[C:3]=1[S:22]([CH3:24])=[O:23].[O-][CH2:26]C.[Na+].IC, predict the reaction product. The product is: [CH3:26][O:21][N:20]=[CH:19][C:4]1[C:3]([S:22]([CH3:24])=[O:23])=[C:2]([NH2:1])[N:6]([C:7]2[C:12]([Cl:13])=[CH:11][C:10]([C:14]([F:17])([F:16])[F:15])=[CH:9][C:8]=2[Cl:18])[N:5]=1. (2) Given the reactants [F:1][C:2]1[CH:10]=[C:9]2[C:5]([C:6]([CH2:11][N:12]([CH3:14])[CH3:13])=[CH:7][NH:8]2)=[CH:4][CH:3]=1.[I:15][CH3:16], predict the reaction product. The product is: [I-:15].[F:1][C:2]1[CH:10]=[C:9]2[C:5]([C:6]([CH2:11][N+:12]([CH3:16])([CH3:14])[CH3:13])=[CH:7][NH:8]2)=[CH:4][CH:3]=1. (3) Given the reactants [Cl:1][C:2]1[CH:7]=[CH:6][C:5]([C:8]2[C:16]3[S:15][CH:14]=[N:13][C:12]=3[CH:11]=[C:10](C)[C:9]=2C=C)=[CH:4][CH:3]=1.S([O-])([O-])=[O:21].[Na+].[Na+].[C:26]([OH:30])(C)([CH3:28])[CH3:27], predict the reaction product. The product is: [Cl:1][C:2]1[CH:7]=[CH:6][C:5]([C:8]2[C:16]3[S:15][CH:14]=[N:13][C:12]=3[CH:11]=[C:10]([CH3:9])[C:27]=2[C@H:26]([OH:30])[CH2:28][OH:21])=[CH:4][CH:3]=1. (4) Given the reactants [F:1][C:2]1[CH:7]=[CH:6][C:5]([CH2:8][C:9]2[CH:18]=[C:17]3[C:12]([C:13]([OH:39])=[C:14]([C:34]([O:36][CH2:37][CH3:38])=[O:35])[C:15](=[O:33])[N:16]3[CH2:19][CH2:20][N:21]([CH3:32])[C:22]([O:24]CC3C=CC=CC=3)=O)=[N:11][CH:10]=2)=[CH:4][CH:3]=1.[CH:40]([N:43](C(C)C)[CH2:44]C)(C)C.CN(C)C(Cl)=O, predict the reaction product. The product is: [CH3:40][N:43]([CH3:44])[C:22]([N:21]([CH3:32])[CH2:20][CH2:19][N:16]1[C:17]2[C:12](=[N:11][CH:10]=[C:9]([CH2:8][C:5]3[CH:4]=[CH:3][C:2]([F:1])=[CH:7][CH:6]=3)[CH:18]=2)[C:13]([OH:39])=[C:14]([C:34]([O:36][CH2:37][CH3:38])=[O:35])[C:15]1=[O:33])=[O:24]. (5) Given the reactants [NH2:1][C@H:2]1[CH2:8][CH2:7][CH2:6][CH2:5][N:4](CC2C=CC=CC=2)[C:3]1=[O:16].[CH2:17]1[C:22](=[O:23])[N:21]([O:24][C:25](ON2C(=O)CCC2=O)=[O:26])[C:19](=[O:20])[CH2:18]1, predict the reaction product. The product is: [O:16]=[C:3]1[C@@H:2]([NH:1][C:25]([O:24][N:21]2[C:22](=[O:23])[CH2:17][CH2:18][C:19]2=[O:20])=[O:26])[CH2:8][CH2:7][CH2:6][CH2:5][NH:4]1. (6) Given the reactants [NH2:1][C:2]1[CH:20]=[CH:19][C:5]([O:6][C:7]2[N:12]=[CH:11][N:10]=[C:9]([NH:13][C:14]([CH:16]3[CH2:18][CH2:17]3)=[O:15])[CH:8]=2)=[CH:4][C:3]=1[CH3:21].N1C=CC=CC=1.C1COCC1.Cl[C:34]([O:36][C:37]1[CH:42]=[CH:41][CH:40]=[CH:39][CH:38]=1)=[O:35], predict the reaction product. The product is: [CH:16]1([C:14]([NH:13][C:9]2[N:10]=[CH:11][N:12]=[C:7]([O:6][C:5]3[CH:19]=[CH:20][C:2]([NH:1][C:34](=[O:35])[O:36][C:37]4[CH:42]=[CH:41][CH:40]=[CH:39][CH:38]=4)=[C:3]([CH3:21])[CH:4]=3)[CH:8]=2)=[O:15])[CH2:17][CH2:18]1.